Task: Predict which catalyst facilitates the given reaction.. Dataset: Catalyst prediction with 721,799 reactions and 888 catalyst types from USPTO (1) Reactant: Br[C:2]1[C:7]([C:8]#[N:9])=[CH:6][C:5]([C:10]([F:13])([F:12])[F:11])=[N:4][CH:3]=1.[Cl:14][C:15]1[CH:20]=[C:19]([O:21][CH3:22])[CH:18]=[CH:17][C:16]=1B(O)O.C([O-])([O-])=O.[Na+].[Na+]. Product: [Cl:14][C:15]1[CH:20]=[C:19]([O:21][CH3:22])[CH:18]=[CH:17][C:16]=1[C:2]1[C:7]([C:8]#[N:9])=[CH:6][C:5]([C:10]([F:13])([F:12])[F:11])=[N:4][CH:3]=1. The catalyst class is: 70. (2) Reactant: [C:1]([O:5][C:6](=[O:25])[N:7]([CH2:9][C:10]1[CH:14]=[C:13](Br)[N:12]([S:16]([C:19]2[CH:20]=[N:21][CH:22]=[CH:23][CH:24]=2)(=[O:18])=[O:17])[CH:11]=1)[CH3:8])([CH3:4])([CH3:3])[CH3:2].[Cl:26][C:27]1[N:32]=[CH:31][C:30](B(O)O)=[CH:29][CH:28]=1.C(=O)([O-])O.[Na+].CO[CH2:43][CH2:44]OC. Product: [C:1]([O:5][C:6](=[O:25])[N:7]([CH2:9][C:10]1[CH:14]=[C:13]([C:10]2[CH:11]=[CH:43][C:44]([C:30]3[CH:31]=[N:32][C:27]([Cl:26])=[CH:28][CH:29]=3)=[N:7][CH:9]=2)[N:12]([S:16]([C:19]2[CH:20]=[N:21][CH:22]=[CH:23][CH:24]=2)(=[O:18])=[O:17])[CH:11]=1)[CH3:8])([CH3:4])([CH3:3])[CH3:2]. The catalyst class is: 103.